This data is from Catalyst prediction with 721,799 reactions and 888 catalyst types from USPTO. The task is: Predict which catalyst facilitates the given reaction. (1) Reactant: Br[C:2]1[CH:7]=[CH:6][C:5]([F:8])=[CH:4][N:3]=1.C([Cu])#N.C[N:13]([CH:15]=[O:16])C. Product: [F:8][C:5]1[CH:6]=[CH:7][C:2]([C:15]([NH2:13])=[O:16])=[N:3][CH:4]=1. The catalyst class is: 33. (2) Reactant: [O-]S([O-])(=O)=O.[Mg+2].S(=O)(=O)(O)O.[O:12]=[C:13]1[CH2:18][CH2:17][CH2:16][CH:15]([C:19]([OH:21])=[O:20])[CH2:14]1.[CH3:22][C:23](O)([CH3:25])[CH3:24]. Product: [O:12]=[C:13]1[CH2:18][CH2:17][CH2:16][CH:15]([C:19]([O:21][C:23]([CH3:25])([CH3:24])[CH3:22])=[O:20])[CH2:14]1. The catalyst class is: 2. (3) Reactant: C(O)C.Cl.[Cl:5][C:6]1[CH:7]=[C:8]2[C:13](=[CH:14][CH:15]=1)[CH:12]=[C:11]([S:16]([N:19]1[CH2:24][CH2:23][N:22]([CH2:25][C:26]3([NH:38][C:39]([O:41][CH2:42][CH3:43])=[O:40])[CH2:31][CH2:30][N:29]([C:32]4[CH:37]=[CH:36][N:35]=[CH:34][CH:33]=4)[CH2:28][CH2:27]3)[C:21](=[O:44])[CH2:20]1)(=[O:18])=[O:17])[CH:10]=[CH:9]2.CCOCC. Product: [ClH:5].[Cl:5][C:6]1[CH:7]=[C:8]2[C:13](=[CH:14][CH:15]=1)[CH:12]=[C:11]([S:16]([N:19]1[CH2:24][CH2:23][N:22]([CH2:25][C:26]3([NH:38][C:39]([O:41][CH2:42][CH3:43])=[O:40])[CH2:27][CH2:28][N:29]([C:32]4[CH:37]=[CH:36][N:35]=[CH:34][CH:33]=4)[CH2:30][CH2:31]3)[C:21](=[O:44])[CH2:20]1)(=[O:18])=[O:17])[CH:10]=[CH:9]2. The catalyst class is: 13. (4) Reactant: [Cl:1][C:2]1[CH:3]=[C:4]([CH:14]=[C:15]([Cl:31])[C:16]=1[CH2:17][C@@H:18]1[CH2:22][CH2:21][N:20]([N:23]2[CH2:28][CH2:27][CH:26]([OH:29])[CH2:25][CH2:24]2)[C:19]1=[O:30])[O:5][C:6]1[CH:13]=[CH:12][C:9]([C:10]#[N:11])=[CH:8][CH:7]=1.N1C=CC=CC=1.[CH:38]([Si:41](OS(C(F)(F)F)(=O)=O)([CH:45]([CH3:47])[CH3:46])[CH:42]([CH3:44])[CH3:43])([CH3:40])[CH3:39]. Product: [Cl:1][C:2]1[CH:3]=[C:4]([CH:14]=[C:15]([Cl:31])[C:16]=1[CH2:17][C@@H:18]1[CH2:22][CH2:21][N:20]([N:23]2[CH2:28][CH2:27][CH:26]([O:29][Si:41]([CH:45]([CH3:47])[CH3:46])([CH:42]([CH3:44])[CH3:43])[CH:38]([CH3:40])[CH3:39])[CH2:25][CH2:24]2)[C:19]1=[O:30])[O:5][C:6]1[CH:13]=[CH:12][C:9]([C:10]#[N:11])=[CH:8][CH:7]=1. The catalyst class is: 4.